From a dataset of Catalyst prediction with 721,799 reactions and 888 catalyst types from USPTO. Predict which catalyst facilitates the given reaction. Reactant: [Li]CCCC.[CH3:6][N:7]1[CH:11]=[CH:10][N:9]=[CH:8]1.Cl[Si](CC)(CC)CC.[Cl:20][C:21]1[CH:26]=[CH:25][C:24]([C:27]([C:29]2[CH:30]=[C:31]3[C:36](=[CH:37][CH:38]=2)[N:35]=[C:34]([CH3:39])[N:33]=[C:32]3[C:40]2[CH:45]=[CH:44][CH:43]=[C:42]([Cl:46])[CH:41]=2)=[O:28])=[CH:23][CH:22]=1. Product: [Cl:46][C:42]1[CH:41]=[C:40]([C:32]2[C:31]3[C:36](=[CH:37][CH:38]=[C:29]([C:27]([C:24]4[CH:23]=[CH:22][C:21]([Cl:20])=[CH:26][CH:25]=4)([C:11]4[N:7]([CH3:6])[CH:8]=[N:9][CH:10]=4)[OH:28])[CH:30]=3)[N:35]=[C:34]([CH3:39])[N:33]=2)[CH:45]=[CH:44][CH:43]=1. The catalyst class is: 1.